From a dataset of Full USPTO retrosynthesis dataset with 1.9M reactions from patents (1976-2016). Predict the reactants needed to synthesize the given product. (1) The reactants are: C([O:5][NH:6][C:7]([C:9]1[C:14]([NH:15][C:16]2[CH:21]=[CH:20][C:19]([Br:22])=[CH:18][C:17]=2[F:23])=[C:13]([F:24])[C:12](=[O:25])[N:11]([CH3:26])[CH:10]=1)=[O:8])(C)(C)C.C(O)(C(F)(F)F)=O. Given the product [OH:5][NH:6][C:7]([C:9]1[C:14]([NH:15][C:16]2[CH:21]=[CH:20][C:19]([Br:22])=[CH:18][C:17]=2[F:23])=[C:13]([F:24])[C:12](=[O:25])[N:11]([CH3:26])[CH:10]=1)=[O:8], predict the reactants needed to synthesize it. (2) Given the product [Br:1][C:2]1[CH:3]=[C:4]([Cl:13])[C:5]([C:8]2([CH2:11][NH:12][C:58]([C:53]3[C:52]([C:51]([F:61])([F:50])[F:62])=[N:57][CH:56]=[CH:55][N:54]=3)=[O:59])[CH2:9][CH2:10]2)=[N:6][CH:7]=1, predict the reactants needed to synthesize it. The reactants are: [Br:1][C:2]1[CH:3]=[C:4]([Cl:13])[C:5]([C:8]2([CH2:11][NH2:12])[CH2:10][CH2:9]2)=[N:6][CH:7]=1.FC(F)(F)C1C(C(O)=O)=NC=CC=1.C1C=C2N=NN(O)C2=CC=1.O.CCN=C=NCCCN(C)C.Cl.[F:50][C:51]([F:62])([F:61])[C:52]1[C:53]([C:58](O)=[O:59])=[N:54][CH:55]=[CH:56][N:57]=1.